Dataset: Catalyst prediction with 721,799 reactions and 888 catalyst types from USPTO. Task: Predict which catalyst facilitates the given reaction. (1) Reactant: [Br:1][C:2]1[N:7]=[C:6]([CH2:8][OH:9])[CH:5]=[CH:4][C:3]=1[F:10]. Product: [Br:1][C:2]1[N:7]=[C:6]([CH:8]=[O:9])[CH:5]=[CH:4][C:3]=1[F:10]. The catalyst class is: 428. (2) Product: [Na+:2].[CH:3]1([N:6]2[C:15]3[C:10](=[CH:11][C:12]([F:36])=[C:13]([N:18]4[CH2:23][CH2:22][CH2:21][C:20](=[C:24]([F:35])[CH2:25][NH:26][P:27]([O:32][CH2:33][CH3:34])([O:29][CH2:30][CH3:31])=[O:28])[CH2:19]4)[C:14]=3[O:16][CH3:17])[C:9](=[O:37])[C:8]([C:38]([O-:40])=[O:39])=[CH:7]2)[CH2:5][CH2:4]1. The catalyst class is: 23. Reactant: [OH-].[Na+:2].[CH:3]1([N:6]2[C:15]3[C:10](=[CH:11][C:12]([F:36])=[C:13]([N:18]4[CH2:23][CH2:22][CH2:21][C:20](=[C:24]([F:35])[CH2:25][NH:26][P:27]([O:32][CH2:33][CH3:34])([O:29][CH2:30][CH3:31])=[O:28])[CH2:19]4)[C:14]=3[O:16][CH3:17])[C:9](=[O:37])[C:8]([C:38]([OH:40])=[O:39])=[CH:7]2)[CH2:5][CH2:4]1. (3) Reactant: [B:1]([C:4]1[CH:12]=[CH:11][C:7]([C:8]([OH:10])=O)=[CH:6][CH:5]=1)([OH:3])[OH:2].CCN=C=NCCCN(C)C.[NH2:24][CH2:25][CH2:26][CH2:27][CH2:28][NH:29][C:30](=[O:56])[CH2:31][C@@H:32]1[N:38]=[C:37]([C:39]2[CH:44]=[CH:43][C:42]([Cl:45])=[CH:41][CH:40]=2)[C:36]2[CH:46]=[C:47]([O:50][CH3:51])[CH:48]=[CH:49][C:35]=2[N:34]2[C:52]([CH3:55])=[N:53][N:54]=[C:33]12.ClC1C=CC(C2C3C=C(OC)C=CC=3N3C(C)=NN=C3[C@H](CC(NCCNC(C3C=CC(B(O)O)=CC=3)=O)=O)N=2)=CC=1. Product: [Cl:45][C:42]1[CH:43]=[CH:44][C:39]([C:37]2[C:36]3[CH:46]=[C:47]([O:50][CH3:51])[CH:48]=[CH:49][C:35]=3[N:34]3[C:52]([CH3:55])=[N:53][N:54]=[C:33]3[C@H:32]([CH2:31][C:30]([NH:29][CH2:28][CH2:27][CH2:26][CH2:25][NH:24][C:8]([C:7]3[CH:6]=[CH:5][C:4]([B:1]([OH:2])[OH:3])=[CH:12][CH:11]=3)=[O:10])=[O:56])[N:38]=2)=[CH:40][CH:41]=1. The catalyst class is: 64. (4) Reactant: [Cl:1][C:2]1[CH:7]=[CH:6][C:5]([C:8]2[C:9]3[C:20]([CH3:21])=[C:19]([CH3:22])[S:18][C:10]=3[NH:11][C:12](=S)[C:13]([CH3:16])([CH3:15])[N:14]=2)=[CH:4][CH:3]=1.O.[NH2:24][NH2:25].C(N(CC)CC)C.[C:33](Cl)(=[O:35])[CH3:34]. Product: [Cl:1][C:2]1[CH:7]=[CH:6][C:5]([C:8]2[C:9]3[C:20]([CH3:21])=[C:19]([CH3:22])[S:18][C:10]=3[NH:11]/[C:12](=[N:24]\[NH:25][C:33](=[O:35])[CH3:34])/[C:13]([CH3:16])([CH3:15])[N:14]=2)=[CH:4][CH:3]=1. The catalyst class is: 489. (5) Reactant: [OH:1][CH:2]([C:6]1[CH:11]=[CH:10][C:9]([C:12]2[N:16]=[C:15]([C:17]3[O:21][N:20]=[C:19]([C:22]4[CH:27]=[CH:26][CH:25]=[CH:24][CH:23]=4)[C:18]=3[C:28]([F:31])([F:30])[F:29])[O:14][N:13]=2)=[CH:8][CH:7]=1)[C:3]([OH:5])=O.CN1CCOCC1.[CH3:39][C:40]1[CH:44]=[C:43]([CH2:45][NH2:46])[O:42][N:41]=1.F[P-](F)(F)(F)(F)F.N1(O[P+](N(C)C)(N(C)C)N(C)C)C2C=CC=CC=2N=N1. Product: [OH:1][CH:2]([C:6]1[CH:11]=[CH:10][C:9]([C:12]2[N:16]=[C:15]([C:17]3[O:21][N:20]=[C:19]([C:22]4[CH:23]=[CH:24][CH:25]=[CH:26][CH:27]=4)[C:18]=3[C:28]([F:31])([F:30])[F:29])[O:14][N:13]=2)=[CH:8][CH:7]=1)[C:3]([NH:46][CH2:45][C:43]1[O:42][N:41]=[C:40]([CH3:39])[CH:44]=1)=[O:5]. The catalyst class is: 3. (6) Reactant: [Cl:1][C:2]1[CH:7]=[C:6]([Cl:8])[CH:5]=[CH:4][C:3]=1[C:9]1[C:27](=[O:28])[N:26]([CH3:29])[C:12]2[N:13]([CH3:25])[C:14]3[C:19]([C:11]=2[CH:10]=1)=[CH:18][C:17]([C:20]1[N:21]=[N:22][NH:23][CH:24]=1)=[CH:16][CH:15]=3.[H-].[Na+].C1OCCOC2C(=CC=CC=2)OCCOCCOC2[C:35](=CC=CC=2)[O:34][CH2:33]1.COCBr. Product: [Cl:1][C:2]1[CH:7]=[C:6]([Cl:8])[CH:5]=[CH:4][C:3]=1[C:9]1[C:27](=[O:28])[N:26]([CH3:29])[C:12]2[N:13]([CH3:25])[C:14]3[C:19]([C:11]=2[CH:10]=1)=[CH:18][C:17]([C:20]1[N:21]=[N:22][N:23]([CH2:33][O:34][CH3:35])[CH:24]=1)=[CH:16][CH:15]=3. The catalyst class is: 18.